Task: Predict the reaction yield, written as a fraction of the theoretical maximum amount of product (1.0 means a 100% yield; for example, 0.34 means a 34% yield).. Dataset: Reaction yield outcomes from USPTO patents with 853,638 reactions (1) The reactants are [C:1]([C:3]1[N:7]([CH:8]2[CH2:13][CH2:12][N:11]([C:14]([O:16][CH:17]([CH3:19])[CH3:18])=[O:15])[CH2:10][CH2:9]2)[N:6]=[CH:5][C:4]=1[CH2:20][O:21][C:22]1[CH:27]=[CH:26][C:25]([C:28]2[N:29]=[N:30][N:31]([CH2:33][CH2:34][O:35][Si](C)(C)C)[N:32]=2)=[CH:24][C:23]=1[F:40])#[N:2].Cl. The catalyst is CO.O1CCOCC1. The product is [C:1]([C:3]1[N:7]([CH:8]2[CH2:9][CH2:10][N:11]([C:14]([O:16][CH:17]([CH3:19])[CH3:18])=[O:15])[CH2:12][CH2:13]2)[N:6]=[CH:5][C:4]=1[CH2:20][O:21][C:22]1[CH:27]=[CH:26][C:25]([C:28]2[N:29]=[N:30][N:31]([CH2:33][CH2:34][OH:35])[N:32]=2)=[CH:24][C:23]=1[F:40])#[N:2]. The yield is 0.260. (2) No catalyst specified. The yield is 0.587. The reactants are [CH2:1]([C:8]1[S:12][C:11]([NH2:13])=[N:10][C:9]=1[C:14]1[CH:19]=[CH:18][C:17]([O:20][CH3:21])=[CH:16][CH:15]=1)[C:2]1[CH:7]=[CH:6][CH:5]=[CH:4][CH:3]=1.[CH3:22][O:23][C:24]1[CH:32]=[CH:31][C:27]([C:28](Cl)=[O:29])=[CH:26][CH:25]=1. The product is [CH2:1]([C:8]1[S:12][C:11]([NH:13][C:28](=[O:29])[C:27]2[CH:31]=[CH:32][C:24]([O:23][CH3:22])=[CH:25][CH:26]=2)=[N:10][C:9]=1[C:14]1[CH:15]=[CH:16][C:17]([O:20][CH3:21])=[CH:18][CH:19]=1)[C:2]1[CH:3]=[CH:4][CH:5]=[CH:6][CH:7]=1. (3) The reactants are [NH2:1][C:2]1[C:13]([CH3:14])=[CH:12][CH:11]=[CH:10][C:3]=1[C:4]([NH:6][CH:7]([CH3:9])[CH3:8])=[O:5].C=O.[C:17]1(C)C=CC(S(O)(=O)=O)=CC=1. The catalyst is C(O)C. The product is [CH3:14][C:13]1[CH:12]=[CH:11][CH:10]=[C:3]2[C:2]=1[NH:1][CH2:17][N:6]([CH:7]([CH3:9])[CH3:8])[C:4]2=[O:5]. The yield is 0.950. (4) The reactants are [CH2:1]([S:8]([N:11]1[CH:15]=[CH:14][C:13]([NH2:16])=[CH:12]1)(=[O:10])=[O:9])[C:2]1[CH:7]=[CH:6][CH:5]=[CH:4][CH:3]=1.C(N(CC)CC)C.[CH3:24][O:25][C:26]1[CH:27]=[C:28]([CH:32]=[CH:33][CH:34]=1)[C:29](Cl)=[O:30]. No catalyst specified. The product is [CH2:1]([S:8]([N:11]1[CH:15]=[CH:14][C:13]([NH:16][C:29](=[O:30])[C:28]2[CH:32]=[CH:33][CH:34]=[C:26]([O:25][CH3:24])[CH:27]=2)=[CH:12]1)(=[O:10])=[O:9])[C:2]1[CH:7]=[CH:6][CH:5]=[CH:4][CH:3]=1. The yield is 0.0400. (5) The reactants are [CH2:1]([O:8][N:9]1[C:15](=[O:16])[N:14]2[CH2:17][C@H:10]1[CH2:11][CH2:12][C@H:13]2[C:18]([OH:20])=O)[C:2]1[CH:7]=[CH:6][CH:5]=[CH:4][CH:3]=1.[NH2:21][O:22][CH2:23][C:24]([O:26][C:27]([CH3:30])([CH3:29])[CH3:28])=[O:25].ON1C2C=CC=CC=2N=N1.Cl.C(N=C=NCCCN(C)C)C. The catalyst is C(Cl)Cl. The product is [CH2:1]([O:8][N:9]1[C:15](=[O:16])[N:14]2[CH2:17][C@H:10]1[CH2:11][CH2:12][C@H:13]2[C:18]([NH:21][O:22][CH2:23][C:24]([O:26][C:27]([CH3:30])([CH3:29])[CH3:28])=[O:25])=[O:20])[C:2]1[CH:3]=[CH:4][CH:5]=[CH:6][CH:7]=1. The yield is 0.790. (6) The reactants are [ClH:1].N[C:3]1[CH:4]=[CH:5][C:6]([Cl:10])=[N:7][C:8]=1[CH3:9].N([O-])=O.[Na+].[S:15](=[O:17])=[O:16]. The catalyst is O. The product is [Cl:10][C:6]1[N:7]=[C:8]([CH3:9])[C:3]([S:15]([Cl:1])(=[O:17])=[O:16])=[CH:4][CH:5]=1. The yield is 0.670. (7) The reactants are C(=O)([O-])O.[Na+].[Cl:6][C:7]1[CH:8]=[C:9]([NH:14][C:15]([N:17]2[CH2:22][CH2:21][N:20]([CH2:23][CH2:24][CH2:25]O)[C:19](=[O:27])[C@@H:18]2[CH3:28])=[O:16])[CH:10]=[CH:11][C:12]=1[Cl:13].[Br-].[K+].Cl[O-].[Na+].Cl.[CH2:35]1[C:37]2([CH2:42][CH2:41][NH:40][CH2:39][C@H:38]2[OH:43])[CH2:36]1.C(N(CC)CC)C.C(O)(=O)C.C(O[BH-](OC(=O)C)OC(=O)C)(=O)C.[Na+].N. The catalyst is ClCCl.CC1(C)N([O])C(C)(C)CCC1. The product is [Cl:6][C:7]1[CH:8]=[C:9]([NH:14][C:15]([N:17]2[CH2:22][CH2:21][N:20]([CH2:23][CH2:24][CH2:25][N:40]3[CH2:41][CH2:42][C:37]4([CH2:35][CH2:36]4)[C@H:38]([OH:43])[CH2:39]3)[C:19](=[O:27])[C@@H:18]2[CH3:28])=[O:16])[CH:10]=[CH:11][C:12]=1[Cl:13]. The yield is 0.350. (8) The reactants are [F:1][C:2]([F:27])([F:26])[C:3]1[CH:8]=[CH:7][C:6]([C:9]2[O:13][C:12]([NH:14][C:15]3[CH:16]=[CH:17][CH:18]=[C:19]4[C:24]=3[CH2:23][C:22](=[O:25])[CH2:21][CH2:20]4)=[N:11][CH:10]=2)=[CH:5][CH:4]=1.[BH4-].[Na+].O. The catalyst is C(O)C. The product is [F:27][C:2]([F:1])([F:26])[C:3]1[CH:8]=[CH:7][C:6]([C:9]2[O:13][C:12]([NH:14][C:15]3[CH:16]=[CH:17][CH:18]=[C:19]4[C:24]=3[CH2:23][CH:22]([OH:25])[CH2:21][CH2:20]4)=[N:11][CH:10]=2)=[CH:5][CH:4]=1. The yield is 0.560. (9) The reactants are [CH2:1]([C:8]1[O:12][N:11]=[C:10]([C:13]([O:15]CC)=O)[N:9]=1)[C:2]1[CH:7]=[CH:6][CH:5]=[CH:4][CH:3]=1.Cl.[Cl:19][C:20]1[CH:21]=[C:22]2[C:26](=[CH:27][CH:28]=1)[NH:25][CH:24]=[C:23]2[CH2:29][CH2:30][NH2:31].C(N(CC)C(C)C)(C)C. The catalyst is CO.[OH-].[Na+].O.CN(C=O)C. The product is [CH2:1]([C:8]1[O:12][N:11]=[C:10]([C:13]([NH:31][CH2:30][CH2:29][C:23]2[C:22]3[C:26](=[CH:27][CH:28]=[C:20]([Cl:19])[CH:21]=3)[NH:25][CH:24]=2)=[O:15])[N:9]=1)[C:2]1[CH:3]=[CH:4][CH:5]=[CH:6][CH:7]=1. The yield is 0.440.